Dataset: Forward reaction prediction with 1.9M reactions from USPTO patents (1976-2016). Task: Predict the product of the given reaction. (1) Given the reactants [NH2:1][C:2]1[N:3]([CH3:22])[C:4](=[O:21])[C@:5]2([N:20]=1)[C:14]1[CH:13]=[C:12](Br)[CH:11]=[CH:10][C:9]=1[O:8][C@H:7]1[CH2:16][CH2:17][CH2:18][O:19][C@H:6]21.[Cl:23][C:24]1[CH:25]=[C:26](B(O)O)[CH:27]=[N:28][CH:29]=1.F[C:34]1C(B(O)O)=CC=CN=1, predict the reaction product. The product is: [NH2:1][C:2]1[N:3]([CH3:22])[C:4](=[O:21])[C@:5]2([N:20]=1)[C:14]1[CH:13]=[C:12]([C:26]3[CH:27]=[N:28][CH:29]=[C:24]([Cl:23])[CH:25]=3)[CH:11]=[CH:10][C:9]=1[O:8][C@H:7]1[CH2:16][CH2:17][CH2:18][O:19][C@:6]21[CH3:34]. (2) Given the reactants [CH3:1][C:2]1[C:15]2[NH:14][C:13]3[C:8](=[CH:9][CH:10]=[CH:11][C:12]=3[CH3:16])[S:7][C:6]=2[CH:5]=[CH:4][CH:3]=1.[I:17]I, predict the reaction product. The product is: [I-:17].[CH3:16][C:12]1[C:13]2[C:8](=[S+:7][C:6]3[C:15]([N:14]=2)=[C:2]([CH3:1])[CH:3]=[CH:4][CH:5]=3)[CH:9]=[CH:10][CH:11]=1. (3) Given the reactants C([N:8]1[CH:12]=[CH:11][N:10]=[CH:9]1)([N:8]1[CH:12]=[CH:11][N:10]=[CH:9]1)=O.[Cl:13][C:14]1[CH:15]=[C:16]([CH2:21][C:22]([N:24]2[CH2:29][CH2:28][NH:27][CH2:26][C@@H:25]2[CH2:30][N:31]2[CH2:35][CH2:34][CH2:33][CH2:32]2)=[O:23])[CH:17]=[CH:18][C:19]=1[Cl:20].Cl, predict the reaction product. The product is: [C:22](=[C:11]1[CH:12]=[N:8][CH:9]=[N:10]1)=[O:23].[ClH:13].[Cl:13][C:14]1[CH:15]=[C:16]([CH2:21][C:22]([N:24]2[CH2:29][CH2:28][NH:27][CH2:26][C@@H:25]2[CH2:30][N:31]2[CH2:35][CH2:34][CH2:33][CH2:32]2)=[O:23])[CH:17]=[CH:18][C:19]=1[Cl:20].